Predict the reactants needed to synthesize the given product. From a dataset of Full USPTO retrosynthesis dataset with 1.9M reactions from patents (1976-2016). Given the product [NH2:1][C:2]1[C:3]([C:45]2[CH:46]=[C:41]([NH:40][S:37]([C:31]3[CH:32]=[CH:33][C:34]([F:36])=[CH:35][C:30]=3[F:29])(=[O:39])=[O:38])[CH:42]=[C:43]([OH:56])[CH:44]=2)=[C:4]([NH:8][C@H:9]([C:11]2[N:16]([C:17]3[CH:22]=[CH:21][CH:20]=[CH:19][CH:18]=3)[C:15](=[O:23])[C:14]3=[C:24]([CH3:27])[CH:25]=[CH:26][N:13]3[N:12]=2)[CH3:10])[N:5]=[CH:6][N:7]=1, predict the reactants needed to synthesize it. The reactants are: [NH2:1][C:2]1[N:7]=[CH:6][N:5]=[C:4]([NH:8][C@H:9]([C:11]2[N:16]([C:17]3[CH:22]=[CH:21][CH:20]=[CH:19][CH:18]=3)[C:15](=[O:23])[C:14]3=[C:24]([CH3:27])[CH:25]=[CH:26][N:13]3[N:12]=2)[CH3:10])[C:3]=1Br.[F:29][C:30]1[CH:35]=[C:34]([F:36])[CH:33]=[CH:32][C:31]=1[S:37]([NH:40][C:41]1[CH:46]=[C:45](B2OC(C)(C)C(C)(C)O2)[CH:44]=[C:43]([OH:56])[CH:42]=1)(=[O:39])=[O:38].C(=O)([O-])[O-].[Na+].[Na+].